Regression/Classification. Given a drug SMILES string, predict its absorption, distribution, metabolism, or excretion properties. Task type varies by dataset: regression for continuous measurements (e.g., permeability, clearance, half-life) or binary classification for categorical outcomes (e.g., BBB penetration, CYP inhibition). Dataset: hlm. From a dataset of Human liver microsome stability data. (1) The molecule is CN1CCN(c2cc(-c3ccncc3)c(-c3ccc4ccc(F)cc4c3)nn2)CC1. The result is 0 (unstable in human liver microsomes). (2) The compound is Clc1cccc(CN(CC2CC2)[C@@H]2CCNC2)c1Cl. The result is 0 (unstable in human liver microsomes). (3) The drug is CCOC(=O)[C@H](CC(C)C)NP(=O)(OC[C@H]1OC(OC(C)=O)[C@@H](NC(C)=O)[C@@H](OC(C)=O)[C@@H]1OC(C)=O)Oc1ccccc1. The result is 1 (stable in human liver microsomes). (4) The molecule is Cc1ccc(-c2nn(Cc3ccccc3)c(=O)c(C3=CS(=O)(=O)c4cc(N(C)S(C)(=O)=O)ccc4N3)c2O)s1. The result is 0 (unstable in human liver microsomes). (5) The compound is CN(C)CCCNc1nc(N)nc2cc(-c3ccc(C(F)(F)F)cc3)sc12. The result is 0 (unstable in human liver microsomes). (6) The compound is CN1C[C@@H]2CCC[C@]2(c2ccc(Cl)c(Cl)c2)C1. The result is 1 (stable in human liver microsomes). (7) The drug is COc1cccc2c1N(C1CCN(CC(=O)Nc3ccc4c(c3)-c3ccccc3C4O)CC1)C(=O)OC2. The result is 1 (stable in human liver microsomes). (8) The drug is O=C(N[C@H](Cc1c[nH]c2ccccc12)C(=O)Nc1ccncc1)c1ccc(N2CCN(c3cccc(F)c3)CC2)cc1F. The result is 1 (stable in human liver microsomes).